This data is from Reaction yield outcomes from USPTO patents with 853,638 reactions. The task is: Predict the reaction yield, written as a fraction of the theoretical maximum amount of product (1.0 means a 100% yield; for example, 0.34 means a 34% yield). (1) The reactants are [OH-].[Na+].[N+:3]([C:6]1[CH:7]=[C:8]([OH:13])[C:9]([OH:12])=[CH:10][CH:11]=1)([O-:5])=[O:4].I[CH:15]([CH3:17])[CH3:16]. The catalyst is CS(C)=O. The product is [CH:15]([O:12][C:9]1[CH:10]=[CH:11][C:6]([N+:3]([O-:5])=[O:4])=[CH:7][C:8]=1[OH:13])([CH3:17])[CH3:16]. The yield is 0.510. (2) No catalyst specified. The product is [CH:32]1([C:9]2[C:8]3[C:12](=[CH:13][C:5]([C:3]([OH:2])=[O:4])=[CH:6][CH:7]=3)[N:11]([CH2:14][C:15]([N:17]3[CH2:22][CH2:21][O:20][CH2:19][CH2:18]3)=[O:16])[C:10]=2[C:23]2[CH:24]=[C:25]3[C:26](=[CH:27][CH:28]=2)[N:29]=[C:44]([C:41]2[S:42][CH:43]=[C:39]([CH3:38])[CH:40]=2)[CH:45]=[CH:30]3)[CH2:33][CH2:34][CH2:35][CH2:36][CH2:37]1. The yield is 0.0500. The reactants are C[O:2][C:3]([C:5]1[CH:13]=[C:12]2[C:8]([C:9]([CH:32]3[CH2:37][CH2:36][CH2:35][CH2:34][CH2:33]3)=[C:10]([C:23]3[CH:28]=[CH:27][C:26]([NH2:29])=[C:25]([CH:30]=O)[CH:24]=3)[N:11]2[CH2:14][C:15]([N:17]2[CH2:22][CH2:21][O:20][CH2:19][CH2:18]2)=[O:16])=[CH:7][CH:6]=1)=[O:4].[CH3:38][C:39]1[CH:40]=[C:41]([C:44](=O)[CH3:45])[S:42][CH:43]=1. (3) The reactants are [NH2:1][C:2]1[CH:3]=[C:4]([CH:15]=[CH:16][CH:17]=1)[C:5]([NH:7][CH:8]1[CH2:14][CH2:13][CH2:12][CH2:11][CH2:10][CH2:9]1)=[O:6].[C:18]1(=[O:28])[O:23][C:21](=[O:22])[C:20]2=[CH:24][CH:25]=[CH:26][CH:27]=[C:19]12.C(N(CC)C(C)C)(C)C. The catalyst is C(Cl)Cl. The product is [CH:8]1([NH:7][C:5]([C:4]2[CH:3]=[C:2]([NH:1][C:18](=[O:28])[C:19]3[C:20](=[CH:24][CH:25]=[CH:26][CH:27]=3)[C:21]([OH:23])=[O:22])[CH:17]=[CH:16][CH:15]=2)=[O:6])[CH2:14][CH2:13][CH2:12][CH2:11][CH2:10][CH2:9]1. The yield is 0.430. (4) The reactants are [C:1]([O:5][C:6]([N:8]([CH2:15][CH2:16][CH2:17][CH2:18][C:19]1[CH:24]=[CH:23][C:22]([N+:25]([O-])=O)=[CH:21][CH:20]=1)[C:9]1[CH:14]=[CH:13][CH:12]=[CH:11][N:10]=1)=[O:7])([CH3:4])([CH3:3])[CH3:2]. The catalyst is CCO.[Pd]. The product is [C:1]([O:5][C:6]([N:8]([CH2:15][CH2:16][CH2:17][CH2:18][C:19]1[CH:20]=[CH:21][C:22]([NH2:25])=[CH:23][CH:24]=1)[C:9]1[CH:14]=[CH:13][CH:12]=[CH:11][N:10]=1)=[O:7])([CH3:4])([CH3:2])[CH3:3]. The yield is 0.990. (5) The reactants are Cl[C:2]1[N:7]=[C:6]([C:8]2[CH:13]=[CH:12][CH:11]=[C:10]([Cl:14])[CH:9]=2)[N:5]=[C:4]([CH2:15][CH3:16])[N:3]=1.[CH3:17][O:18][CH2:19][CH2:20][C:21]1[CH:27]=[CH:26][C:24]([NH2:25])=[CH:23][CH:22]=1. The catalyst is C(O)(=O)C.C(=O)(O)[O-].[Na+]. The product is [Cl:14][C:10]1[CH:9]=[C:8]([C:6]2[N:5]=[C:4]([CH2:15][CH3:16])[N:3]=[C:2]([NH:25][C:24]3[CH:23]=[CH:22][C:21]([CH2:20][CH2:19][O:18][CH3:17])=[CH:27][CH:26]=3)[N:7]=2)[CH:13]=[CH:12][CH:11]=1. The yield is 0.620. (6) The reactants are C([BH3-])#N.[Na+].[I:5][C:6]1[CH:7]=[CH:8][C:9]2[CH:10]=[C:11]3[CH2:18][NH:17][CH2:16][CH2:15][N:12]3[C:13]=2[CH:14]=1.C(=O)([O-])O.[Na+].C(OCC)(=O)C. The catalyst is C(O)(=O)C. The product is [I:5][C:6]1[CH:7]=[CH:8][C:9]2[CH2:10][CH:11]3[CH2:18][NH:17][CH2:16][CH2:15][N:12]3[C:13]=2[CH:14]=1. The yield is 0.790.